The task is: Predict the product of the given reaction.. This data is from Forward reaction prediction with 1.9M reactions from USPTO patents (1976-2016). (1) Given the reactants Br[C:2]1[CH:10]=[C:9]([CH:11]([O:13][CH2:14][C:15]2([C:28]3[CH:33]=[CH:32][C:31]([F:34])=[CH:30][CH:29]=3)[CH2:20][CH2:19][N:18]([C:21]([O:23][C:24]([CH3:27])([CH3:26])[CH3:25])=[O:22])[CH2:17][CH2:16]2)[CH3:12])[C:8]2[C:4](=[CH:5][N:6]([CH2:35][O:36][CH2:37][CH2:38][Si:39]([CH3:42])([CH3:41])[CH3:40])[N:7]=2)[CH:3]=1.[C:43]([Zn])#[N:44], predict the reaction product. The product is: [C:43]([C:2]1[CH:10]=[C:9]([CH:11]([O:13][CH2:14][C:15]2([C:28]3[CH:29]=[CH:30][C:31]([F:34])=[CH:32][CH:33]=3)[CH2:20][CH2:19][N:18]([C:21]([O:23][C:24]([CH3:25])([CH3:27])[CH3:26])=[O:22])[CH2:17][CH2:16]2)[CH3:12])[C:8]2[C:4](=[CH:5][N:6]([CH2:35][O:36][CH2:37][CH2:38][Si:39]([CH3:40])([CH3:41])[CH3:42])[N:7]=2)[CH:3]=1)#[N:44]. (2) Given the reactants [OH:1][C:2]1[C:9]([CH3:10])=[C:8]([O:11][CH3:12])[CH:7]=[CH:6][C:3]=1[CH:4]=O.[F:13][C:14]([F:23])([F:22])/[CH:15]=[CH:16]/[C:17]([O:19][CH2:20][CH3:21])=[O:18].C([O-])([O-])=O.[K+].[K+], predict the reaction product. The product is: [CH3:12][O:11][C:8]1[C:9]([CH3:10])=[C:2]2[C:3]([CH:4]=[C:16]([C:17]([O:19][CH2:20][CH3:21])=[O:18])[CH:15]([C:14]([F:13])([F:23])[F:22])[O:1]2)=[CH:6][CH:7]=1. (3) Given the reactants C([O:3][C:4](=[O:34])[CH2:5][CH2:6][C:7]1[CH:12]=[CH:11][C:10]([O:13][C:14]2[CH:19]=[C:18]([F:20])[CH:17]=[C:16]([O:21][C:22]3[CH:27]=[CH:26][C:25]([C:28]([F:31])([F:30])[F:29])=[CH:24][C:23]=3Br)[CH:15]=2)=[CH:9][C:8]=1[CH3:33])C.[C:35]1([OH:41])[CH:40]=[CH:39][CH:38]=[CH:37][CH:36]=1, predict the reaction product. The product is: [F:20][C:18]1[CH:19]=[C:14]([CH:15]=[C:16]([O:21][C:22]2[CH:27]=[CH:26][C:25]([C:28]([F:29])([F:30])[F:31])=[CH:24][C:23]=2[O:41][C:35]2[CH:40]=[CH:39][CH:38]=[CH:37][CH:36]=2)[CH:17]=1)[O:13][C:10]1[CH:11]=[CH:12][C:7]([CH2:6][CH2:5][C:4]([OH:3])=[O:34])=[C:8]([CH3:33])[CH:9]=1. (4) The product is: [Cl:46][C:47]1[CH:48]=[C:49]([C:54]2[O:58][C:57]([CH2:59][CH2:60][NH:61][C:12]([C:9]3[NH:10][N:11]=[C:7]([C:4]4[CH:3]=[CH:2][N:1]=[CH:6][CH:5]=4)[CH:8]=3)=[O:14])=[CH:56][CH:55]=2)[CH:50]=[CH:51][C:52]=1[Cl:53]. Given the reactants [N:1]1[CH:6]=[CH:5][C:4]([C:7]2[CH2:8][C:9]([C:12]([OH:14])=O)=[N:10][N:11]=2)=[CH:3][CH:2]=1.CCN(C(C)C)C(C)C.CCN=C=NCCCN(C)C.C1C=CC2N(O)N=NC=2C=1.Cl.[Cl:46][C:47]1[CH:48]=[C:49]([C:54]2[O:58][C:57]([CH2:59][CH2:60][NH2:61])=[CH:56][CH:55]=2)[CH:50]=[CH:51][C:52]=1[Cl:53], predict the reaction product. (5) Given the reactants [Cl:1][C:2]([Cl:18])([Cl:17])[CH2:3][O:4][C:5]([NH:7][C:8]1[CH:9]=[C:10]([CH:14]=[CH:15][CH:16]=1)[C:11](O)=[O:12])=[O:6].S(Cl)([Cl:21])=O, predict the reaction product. The product is: [Cl:1][C:2]([Cl:18])([Cl:17])[CH2:3][O:4][C:5]([NH:7][C:8]1[CH:9]=[C:10]([CH:14]=[CH:15][CH:16]=1)[C:11]([Cl:21])=[O:12])=[O:6]. (6) Given the reactants [NH2:1][C:2]1[CH:14]=[CH:13][C:5]([N:6]([CH2:10][CH2:11][OH:12])[CH2:7][CH2:8][OH:9])=[CH:4][C:3]=1[O:15][CH3:16].O.CC1C=CC(S(O)(=O)=O)=CC=1.Cl[C:30]1[N:35]=[C:34]([C:36]2[N:40]3[CH:41]=[CH:42][CH:43]=[C:44]([F:45])[C:39]3=[N:38][CH:37]=2)[C:33]([Cl:46])=[CH:32][N:31]=1.C([O-])(O)=O.[Na+], predict the reaction product. The product is: [Cl:46][C:33]1[C:34]([C:36]2[N:40]3[CH:41]=[CH:42][CH:43]=[C:44]([F:45])[C:39]3=[N:38][CH:37]=2)=[N:35][C:30]([NH:1][C:2]2[CH:14]=[CH:13][C:5]([N:6]([CH2:7][CH2:8][OH:9])[CH2:10][CH2:11][OH:12])=[CH:4][C:3]=2[O:15][CH3:16])=[N:31][CH:32]=1. (7) Given the reactants C(OC(=O)[NH:7][C:8]1[CH:13]=[CH:12][C:11]([O:14][C:15]2[CH:20]=[CH:19][C:18]([C:21](=[O:32])[NH:22][C:23]3[S:24][C:25]([C:28]([CH3:31])([CH3:30])[CH3:29])=[N:26][N:27]=3)=[CH:17][C:16]=2[NH:33][C:34]2[C:35]3[CH:43]=[CH:42][C:41]([CH:44]([CH3:46])[CH3:45])=[N:40][C:36]=3[N:37]=[CH:38][N:39]=2)=[CH:10][CH:9]=1)(C)(C)C, predict the reaction product. The product is: [NH2:7][C:8]1[CH:9]=[CH:10][C:11]([O:14][C:15]2[CH:20]=[CH:19][C:18]([C:21]([NH:22][C:23]3[S:24][C:25]([C:28]([CH3:30])([CH3:31])[CH3:29])=[N:26][N:27]=3)=[O:32])=[CH:17][C:16]=2[NH:33][C:34]2[C:35]3[CH:43]=[CH:42][C:41]([CH:44]([CH3:45])[CH3:46])=[N:40][C:36]=3[N:37]=[CH:38][N:39]=2)=[CH:12][CH:13]=1.